This data is from Catalyst prediction with 721,799 reactions and 888 catalyst types from USPTO. The task is: Predict which catalyst facilitates the given reaction. (1) Reactant: Cl.[Br:2][C:3]1[CH:8]=[CH:7][C:6]([C@@H:9]2[CH2:11][C@H:10]2[CH2:12][NH2:13])=[CH:5][CH:4]=1.[CH3:14][C:15]([O:18][C:19](O[C:19]([O:18][C:15]([CH3:17])([CH3:16])[CH3:14])=[O:20])=[O:20])([CH3:17])[CH3:16].[OH-].[Na+]. Product: [C:15]([O:18][C:19](=[O:20])[NH:13][CH2:12][C@@H:10]1[CH2:11][C@H:9]1[C:6]1[CH:5]=[CH:4][C:3]([Br:2])=[CH:8][CH:7]=1)([CH3:17])([CH3:16])[CH3:14]. The catalyst class is: 28. (2) Reactant: Cl[Si](C)(C)C.[Cl:6][CH:7]([CH2:27][CH3:28])[C:8]([NH:10][C:11]1[CH:15]=[CH:14][S:13][C:12]=1[C:16]([NH:18][C:19]1[CH:24]=[C:23]([F:25])[CH:22]=[C:21]([F:26])[CH:20]=1)=[O:17])=O.C(N(CC)CC)C. Product: [Cl:6][CH:7]([C:8]1[N:18]([C:19]2[CH:24]=[C:23]([F:25])[CH:22]=[C:21]([F:26])[CH:20]=2)[C:16](=[O:17])[C:12]2[S:13][CH:14]=[CH:15][C:11]=2[N:10]=1)[CH2:27][CH3:28]. The catalyst class is: 10. (3) Reactant: O[CH2:2][C:3](=[CH2:9])[C:4]([O:6][CH2:7][CH3:8])=[O:5].CCN(S(F)(F)[F:16])CC. Product: [F:16][CH2:2][C:3](=[CH2:9])[C:4]([O:6][CH2:7][CH3:8])=[O:5]. The catalyst class is: 2. (4) Reactant: [NH2:1][CH2:2][CH2:3][N:4]1[CH2:9][CH2:8][CH:7]([OH:10])[CH2:6][CH2:5]1.C(N(CC)CC)C.[C:18]1([S:24](Cl)(=[O:26])=[O:25])[CH:23]=[CH:22][CH:21]=[CH:20][CH:19]=1. Product: [OH:10][CH:7]1[CH2:8][CH2:9][N:4]([CH2:3][CH2:2][NH:1][S:24]([C:18]2[CH:23]=[CH:22][CH:21]=[CH:20][CH:19]=2)(=[O:26])=[O:25])[CH2:5][CH2:6]1. The catalyst class is: 2. (5) Reactant: CO.[CH:3]([C:5]1[C:13]2[C:8](=[N:9][CH:10]=[CH:11][CH:12]=2)[N:7]([C:14]([O:16][C:17]([CH3:20])([CH3:19])[CH3:18])=[O:15])[CH:6]=1)=[O:4].[BH4-].[Na+]. Product: [OH:4][CH2:3][C:5]1[C:13]2[C:8](=[N:9][CH:10]=[CH:11][CH:12]=2)[N:7]([C:14]([O:16][C:17]([CH3:20])([CH3:19])[CH3:18])=[O:15])[CH:6]=1. The catalyst class is: 1. (6) Reactant: [Cl:1][C:2]1[CH:3]=[C:4]([C:9]2([C:21]([F:24])([F:23])[F:22])[O:13][N:12]=[C:11]([C:14]3[CH:20]=[CH:19][C:17]([NH2:18])=[CH:16][CH:15]=3)[CH2:10]2)[CH:5]=[C:6]([Cl:8])[CH:7]=1.[CH:25]([O-])([O-])OCC.[N-:31]=[N+:32]=[N-:33].[Na+].O. Product: [Cl:1][C:2]1[CH:3]=[C:4]([C:9]2([C:21]([F:22])([F:24])[F:23])[O:13][N:12]=[C:11]([C:14]3[CH:15]=[CH:16][C:17]([N:18]4[CH:25]=[N:33][N:32]=[N:31]4)=[CH:19][CH:20]=3)[CH2:10]2)[CH:5]=[C:6]([Cl:8])[CH:7]=1. The catalyst class is: 342.